From a dataset of Reaction yield outcomes from USPTO patents with 853,638 reactions. Predict the reaction yield, written as a fraction of the theoretical maximum amount of product (1.0 means a 100% yield; for example, 0.34 means a 34% yield). (1) The reactants are [Br:1][C:2]1[CH:3]=[C:4]([CH:7]=O)[O:5][CH:6]=1.C(Cl)Cl.[N:12]1([C:18]([O:20][C:21]([CH3:24])([CH3:23])[CH3:22])=[O:19])[CH2:17][CH2:16][NH:15][CH2:14][CH2:13]1.C(O[BH-](OC(=O)C)OC(=O)C)(=O)C.[Na+]. The yield is 0.910. The catalyst is CCOC(C)=O. The product is [Br:1][C:2]1[CH:3]=[C:4]([CH2:7][N:15]2[CH2:14][CH2:13][N:12]([C:18]([O:20][C:21]([CH3:24])([CH3:23])[CH3:22])=[O:19])[CH2:17][CH2:16]2)[O:5][CH:6]=1. (2) The reactants are [Cl:1][C:2]1[CH:10]=[C:9]([C:11]([NH:13][C@H:14]([C:16]2[NH:20][C:19]3[CH:21]=[CH:22][C:23]([Cl:25])=[CH:24][C:18]=3[N:17]=2)[CH3:15])=[O:12])[CH:8]=[CH:7][C:3]=1[C:4]([OH:6])=O.CN(C(ON1N=NC2C=CC=CC1=2)=[N+](C)C)C.[B-](F)(F)(F)F.C(N(C(C)C)CC)(C)C.[C:57]([O:61][C:62]([NH:64][CH2:65][C@H:66]1[CH2:70][CH2:69][CH2:68][NH:67]1)=[O:63])([CH3:60])([CH3:59])[CH3:58].ClCl. The catalyst is O1CCCC1.ClCCl.C(O)C. The product is [Cl:25][C:23]1[CH:22]=[CH:21][C:19]2[NH:20][C:16]([C@@H:14]([NH:13][C:11](=[O:12])[C:9]3[CH:8]=[CH:7][C:3]([C:4]([N:67]4[CH2:68][CH2:69][CH2:70][C@@H:66]4[CH2:65][NH:64][C:62]([O:61][C:57]([CH3:60])([CH3:59])[CH3:58])=[O:63])=[O:6])=[C:2]([Cl:1])[CH:10]=3)[CH3:15])=[N:17][C:18]=2[CH:24]=1. The yield is 0.670. (3) The reactants are [F:1][C:2]1[CH:3]=[C:4]2[C:8](=[CH:9][CH:10]=1)[NH:7][CH:6]=[C:5]2[CH:11]=[O:12].[CH2:13](OC(C1NC2C(C=1)=CC=CC=2)=O)[CH3:14]. No catalyst specified. The product is [CH2:13]([N:7]1[C:8]2[C:4](=[CH:3][C:2]([F:1])=[CH:10][CH:9]=2)[C:5]([CH:11]=[O:12])=[CH:6]1)[CH3:14]. The yield is 0.570. (4) The catalyst is CO. The product is [ClH:22].[C:1]([C:5]1[CH:10]=[CH:9][C:8]([N:11]2[C:19]3[C:14](=[CH:15][CH:16]=[CH:17][CH:18]=3)[C:13]([CH:20]=[O:21])=[C:12]2[NH:23][CH2:24][CH2:25][N:26]2[CH2:30][CH2:29][CH2:28][CH2:27]2)=[CH:7][CH:6]=1)([CH3:4])([CH3:3])[CH3:2]. The yield is 0.200. The reactants are [C:1]([C:5]1[CH:10]=[CH:9][C:8]([N:11]2[C:19]3[C:14](=[CH:15][CH:16]=[CH:17][CH:18]=3)[C:13]([CH:20]=[O:21])=[C:12]2[Cl:22])=[CH:7][CH:6]=1)([CH3:4])([CH3:3])[CH3:2].[NH2:23][CH2:24][CH2:25][N:26]1[CH2:30][CH2:29][CH2:28][CH2:27]1.Cl. (5) The reactants are [I:1][C:2]1[CH:10]=[CH:9][C:5]([N:6]([CH3:8])[CH3:7])=[CH:4][CH:3]=1.[F-].[K+].C1O[CH2:29][CH2:28]OCCOCCOCCOCCOC1.[CH2:31]1[CH2:35]OC[CH2:32]1. No catalyst specified. The product is [I:1][C:2]1[CH:10]=[CH:9][C:5]([N:6]([CH3:8])[C:7]2[CH:29]=[CH:28][CH:35]=[CH:31][CH:32]=2)=[CH:4][CH:3]=1. The yield is 0.850. (6) The reactants are [F:1][C:2]1[CH:11]=[C:10]2[C:5]([CH:6]=[CH:7][CH:8]=[N:9]2)=[CH:4][C:3]=1[CH2:12][NH2:13].Br[C:15]1[C:16]([NH2:22])=[N:17][CH:18]=[C:19]([Br:21])[N:20]=1.CCN(C(C)C)C(C)C. The catalyst is C(Cl)Cl.O. The product is [Br:21][C:19]1[N:20]=[C:15]([NH:13][CH2:12][C:3]2[CH:4]=[C:5]3[C:10](=[CH:11][C:2]=2[F:1])[N:9]=[CH:8][CH:7]=[CH:6]3)[C:16]([NH2:22])=[N:17][CH:18]=1. The yield is 0.690. (7) The product is [C:25]1([C:19]2[CH:20]=[CH:21][CH:22]=[CH:23][CH:24]=2)[CH:26]=[CH:27][C:28]([C:29]([N:6]2[CH2:7][C@H:3]([OH:2])[CH2:4][C@H:5]2[CH2:8][C:9]([OH:11])=[O:10])=[O:30])=[CH:32][CH:33]=1. The yield is 0.720. The catalyst is O.O1CCCC1. The reactants are Cl.[OH:2][C@H:3]1[CH2:7][NH:6][C@@H:5]([CH2:8][C:9]([OH:11])=[O:10])[CH2:4]1.C(N(CC)CC)C.[C:19]1([C:25]2[CH:33]=[CH:32][C:28]([C:29](Cl)=[O:30])=[CH:27][CH:26]=2)[CH:24]=[CH:23][CH:22]=[CH:21][CH:20]=1. (8) The reactants are Br[C:2]1[CH:7]=[CH:6][C:5]([C@@H:8]([NH:10][C:11]2[N:12]=[CH:13][C:14]3[N:20]([CH3:21])[C:19](=[O:22])[C:18]([CH3:24])([CH3:23])[CH2:17][N:16]([CH:25]4[CH2:29][CH2:28][CH2:27][CH2:26]4)[C:15]=3[N:30]=2)[CH3:9])=[CH:4][CH:3]=1.C(N(CC)C(=O)C1C=CC=CC=1O)C.[O-]P([O-])([O-])=O.[K+].[K+].[K+].[CH3:53][NH:54][CH2:55][CH2:56][N:57]([CH3:59])[CH3:58]. The catalyst is CN(C=O)C.C(OCC)(=O)C.O.[OH-].[NH4+].[Cu]I. The product is [CH:25]1([N:16]2[CH2:17][C:18]([CH3:24])([CH3:23])[C:19](=[O:22])[N:20]([CH3:21])[C:14]3[CH:13]=[N:12][C:11]([NH:10][C@H:8]([C:5]4[CH:6]=[CH:7][C:2]([N:54]([CH2:55][CH2:56][N:57]([CH3:59])[CH3:58])[CH3:53])=[CH:3][CH:4]=4)[CH3:9])=[N:30][C:15]2=3)[CH2:29][CH2:28][CH2:27][CH2:26]1. The yield is 0.170.